Task: Predict the reaction yield, written as a fraction of the theoretical maximum amount of product (1.0 means a 100% yield; for example, 0.34 means a 34% yield).. Dataset: Reaction yield outcomes from USPTO patents with 853,638 reactions (1) The reactants are [C:1]([O:5][C:6]([N:8]1[CH2:12][CH2:11][N:10]([C:13]2[C:17]3[CH:18]=[N:19][C:20](Cl)=[CH:21][C:16]=3[N:15]([CH:23]([CH3:25])[CH3:24])[N:14]=2)[C:9]1=[O:26])=[O:7])([CH3:4])([CH3:3])[CH3:2].[NH2:27][C:28]1[CH:33]=[CH:32][N:31]=[C:30]([N:34]2[CH2:39][CH2:38][C@H:37]([OH:40])[C@H:36]([F:41])[CH2:35]2)[N:29]=1.C1(P(C2CCCCC2)C2C=CC=CC=2C2C(C(C)C)=CC(C(C)C)=CC=2C(C)C)CCCCC1.C(=O)([O-])[O-].[Cs+].[Cs+]. The catalyst is O1CCOCC1.C1C=CC(/C=C/C(/C=C/C2C=CC=CC=2)=O)=CC=1.C1C=CC(/C=C/C(/C=C/C2C=CC=CC=2)=O)=CC=1.C1C=CC(/C=C/C(/C=C/C2C=CC=CC=2)=O)=CC=1.[Pd].[Pd]. The product is [C:1]([O:5][C:6]([N:8]1[CH2:12][CH2:11][N:10]([C:13]2[C:17]3[CH:18]=[N:19][C:20]([NH:27][C:28]4[CH:33]=[CH:32][N:31]=[C:30]([N:34]5[CH2:39][CH2:38][C@H:37]([OH:40])[C@H:36]([F:41])[CH2:35]5)[N:29]=4)=[CH:21][C:16]=3[N:15]([CH:23]([CH3:25])[CH3:24])[N:14]=2)[C:9]1=[O:26])=[O:7])([CH3:4])([CH3:3])[CH3:2]. The yield is 0.410. (2) The reactants are CO[C:3](=[O:26])[C:4]1[CH:9]=[CH:8][C:7]([O:10][CH2:11][C:12]2[C:13]([C:18]3[CH:23]=[CH:22][C:21]([F:24])=[CH:20][C:19]=3[F:25])=[N:14][O:15][C:16]=2[CH3:17])=[N:6][CH:5]=1.[NH2:27][CH:28]1[CH2:33][CH2:32][O:31][CH2:30][CH2:29]1. No catalyst specified. The product is [F:25][C:19]1[CH:20]=[C:21]([F:24])[CH:22]=[CH:23][C:18]=1[C:13]1[C:12]([CH2:11][O:10][C:7]2[CH:8]=[CH:9][C:4]([C:3]([NH:27][CH:28]3[CH2:33][CH2:32][O:31][CH2:30][CH2:29]3)=[O:26])=[CH:5][N:6]=2)=[C:16]([CH3:17])[O:15][N:14]=1. The yield is 0.920. (3) The product is [F:21][CH2:20][CH2:19][O:1][C:2]1[CH:3]=[C:4]([CH:7]=[CH:8][C:9]=1[O:10][CH3:11])[CH:5]=[O:6]. The catalyst is CN(C=O)C. The yield is 0.970. The reactants are [OH:1][C:2]1[CH:3]=[C:4]([CH:7]=[CH:8][C:9]=1[O:10][CH3:11])[CH:5]=[O:6].C([O-])([O-])=O.[K+].[K+].Br[CH2:19][CH2:20][F:21]. (4) The reactants are Cl[C:2]1[C:7]([C:8]([C:10]2[NH:11][CH:12]=[CH:13][CH:14]=2)=O)=[CH:6][CH:5]=[CH:4][N:3]=1.O.[NH2:16][NH2:17]. The catalyst is C(O)C. The product is [NH:11]1[CH:12]=[CH:13][CH:14]=[C:10]1[C:8]1[C:7]2[C:2](=[N:3][CH:4]=[CH:5][CH:6]=2)[NH:17][N:16]=1. The yield is 0.810.